This data is from Reaction yield outcomes from USPTO patents with 853,638 reactions. The task is: Predict the reaction yield, written as a fraction of the theoretical maximum amount of product (1.0 means a 100% yield; for example, 0.34 means a 34% yield). (1) The reactants are [O:1]1CCCO[CH:2]1[C:7]1[CH:8]=[CH:9][C:10]([C:13]2[S:21][C:20]3[C:15](=[N:16][CH:17]=[CH:18][C:19]=3[O:22][C:23]3[CH:28]=[CH:27][C:26]([NH:29][C:30]([NH:32][C:33](=[O:42])[CH2:34][C:35]4[CH:40]=[CH:39][C:38]([F:41])=[CH:37][CH:36]=4)=[S:31])=[CH:25][C:24]=3[F:43])[CH:14]=2)=[N:11][CH:12]=1. The catalyst is CC(O)=O. The product is [F:43][C:24]1[CH:25]=[C:26]([NH:29][C:30]([NH:32][C:33](=[O:42])[CH2:34][C:35]2[CH:36]=[CH:37][C:38]([F:41])=[CH:39][CH:40]=2)=[S:31])[CH:27]=[CH:28][C:23]=1[O:22][C:19]1[CH:18]=[CH:17][N:16]=[C:15]2[CH:14]=[C:13]([C:10]3[CH:9]=[CH:8][C:7]([CH:2]=[O:1])=[CH:12][N:11]=3)[S:21][C:20]=12. The yield is 0.580. (2) The reactants are [CH3:1][O:2][C:3]1[CH:10]=[CH:9][CH:8]=[C:7]([CH3:11])[C:4]=1[CH2:5]O.C(N(CC)CC)C.CS(Cl)(=O)=O.[C:24]1(=[O:34])[NH:28][C:27](=[O:29])[C:26]2=[CH:30][CH:31]=[CH:32][CH:33]=[C:25]12.[K]. The catalyst is C(Cl)Cl.CN(C=O)C.CCOC(C)=O.[Cl-].[Na+].O.O. The product is [CH3:1][O:2][C:3]1[CH:10]=[CH:9][CH:8]=[C:7]([CH3:11])[C:4]=1[CH2:5][C:33]1[CH:32]=[CH:31][CH:30]=[C:26]2[C:27]([NH:28][C:24](=[O:34])[C:25]=12)=[O:29]. The yield is 0.660. (3) The reactants are C(OC([N:8]1[CH2:12][C@H:11]([NH:13][C:14]2[CH:19]=[CH:18][C:17]([Br:20])=[CH:16][C:15]=2[N+:21]([O-:23])=[O:22])[CH2:10][C@@H:9]1[CH2:24][OH:25])=O)(C)(C)C.[ClH:26]. The catalyst is ClCCl.O1CCOCC1. The product is [ClH:26].[Br:20][C:17]1[CH:18]=[CH:19][C:14]([NH:13][C@H:11]2[CH2:12][NH:8][C@@H:9]([CH2:24][OH:25])[CH2:10]2)=[C:15]([N+:21]([O-:23])=[O:22])[CH:16]=1. The yield is 0.990. (4) The reactants are [H-].[H-].[H-].[H-].[Li+].[Al+3].C(O[C:12]([N:14]1[CH2:18][CH:17]([OH:19])[CH:16]([NH:20][C:21](OCC2C=CC=CC=2)=O)[CH2:15]1)=O)(C)(C)C. The catalyst is C1COCC1. The product is [CH3:12][N:14]1[CH2:15][CH:16]([NH:20][CH3:21])[CH:17]([OH:19])[CH2:18]1. The yield is 0.180.